The task is: Predict the reaction yield, written as a fraction of the theoretical maximum amount of product (1.0 means a 100% yield; for example, 0.34 means a 34% yield).. This data is from Reaction yield outcomes from USPTO patents with 853,638 reactions. The reactants are [CH:1]1([C:7]([C:9]2[O:10][C:11]3[CH:18]=[CH:17][C:16]([OH:19])=[CH:15][C:12]=3[C:13]=2[CH3:14])=[O:8])[CH2:6][CH2:5][CH2:4][CH2:3][CH2:2]1.[CH3:20][S:21][CH2:22][CH2:23]O.C(P(CCCC)CCCC)CCC.N(C(N1CCCCC1)=O)=NC(N1CCCCC1)=O. The catalyst is O1CCCC1. The product is [CH:1]1([C:7]([C:9]2[O:10][C:11]3[CH:18]=[CH:17][C:16]([O:19][CH2:23][CH2:22][S:21][CH3:20])=[CH:15][C:12]=3[C:13]=2[CH3:14])=[O:8])[CH2:2][CH2:3][CH2:4][CH2:5][CH2:6]1. The yield is 0.760.